This data is from NCI-60 drug combinations with 297,098 pairs across 59 cell lines. The task is: Regression. Given two drug SMILES strings and cell line genomic features, predict the synergy score measuring deviation from expected non-interaction effect. (1) Drug 1: COC1=C(C=C2C(=C1)N=CN=C2NC3=CC(=C(C=C3)F)Cl)OCCCN4CCOCC4. Drug 2: CCC1(C2=C(COC1=O)C(=O)N3CC4=CC5=C(C=CC(=C5CN(C)C)O)N=C4C3=C2)O.Cl. Cell line: UACC62. Synergy scores: CSS=43.1, Synergy_ZIP=-2.34, Synergy_Bliss=2.74, Synergy_Loewe=2.08, Synergy_HSA=4.62. (2) Synergy scores: CSS=47.1, Synergy_ZIP=10.2, Synergy_Bliss=11.1, Synergy_Loewe=-1.33, Synergy_HSA=10.2. Drug 2: CNC(=O)C1=NC=CC(=C1)OC2=CC=C(C=C2)NC(=O)NC3=CC(=C(C=C3)Cl)C(F)(F)F. Cell line: T-47D. Drug 1: CN(C)C(=N)N=C(N)N. (3) Drug 1: C1=NNC2=C1C(=O)NC=N2. Drug 2: C1C(C(OC1N2C=NC3=C2NC=NCC3O)CO)O. Cell line: EKVX. Synergy scores: CSS=-3.99, Synergy_ZIP=2.82, Synergy_Bliss=-0.230, Synergy_Loewe=0.517, Synergy_HSA=-3.91. (4) Drug 1: CC1=C(C=C(C=C1)NC2=NC=CC(=N2)N(C)C3=CC4=NN(C(=C4C=C3)C)C)S(=O)(=O)N.Cl. Drug 2: CC=C1C(=O)NC(C(=O)OC2CC(=O)NC(C(=O)NC(CSSCCC=C2)C(=O)N1)C(C)C)C(C)C. Cell line: MDA-MB-435. Synergy scores: CSS=3.72, Synergy_ZIP=1.31, Synergy_Bliss=1.05, Synergy_Loewe=-60.7, Synergy_HSA=-1.68. (5) Drug 1: COC1=C(C=C2C(=C1)N=CN=C2NC3=CC(=C(C=C3)F)Cl)OCCCN4CCOCC4. Drug 2: CN(C)C1=NC(=NC(=N1)N(C)C)N(C)C. Cell line: HOP-92. Synergy scores: CSS=18.3, Synergy_ZIP=-4.20, Synergy_Bliss=0.538, Synergy_Loewe=-19.2, Synergy_HSA=-0.0836. (6) Drug 1: C1=CN(C(=O)N=C1N)C2C(C(C(O2)CO)O)O.Cl. Drug 2: CC1=C2C(C(=O)C3(C(CC4C(C3C(C(C2(C)C)(CC1OC(=O)C(C(C5=CC=CC=C5)NC(=O)OC(C)(C)C)O)O)OC(=O)C6=CC=CC=C6)(CO4)OC(=O)C)O)C)O. Cell line: MALME-3M. Synergy scores: CSS=39.7, Synergy_ZIP=2.55, Synergy_Bliss=3.72, Synergy_Loewe=1.69, Synergy_HSA=2.73. (7) Drug 2: C1CCC(C(C1)N)N.C(=O)(C(=O)[O-])[O-].[Pt+4]. Synergy scores: CSS=13.6, Synergy_ZIP=-6.81, Synergy_Bliss=-2.01, Synergy_Loewe=-25.9, Synergy_HSA=-3.02. Cell line: HOP-62. Drug 1: CS(=O)(=O)OCCCCOS(=O)(=O)C. (8) Drug 1: C1CN1C2=NC(=NC(=N2)N3CC3)N4CC4. Drug 2: CS(=O)(=O)OCCCCOS(=O)(=O)C. Cell line: HOP-92. Synergy scores: CSS=21.7, Synergy_ZIP=-0.587, Synergy_Bliss=-3.02, Synergy_Loewe=-20.1, Synergy_HSA=-3.04. (9) Drug 1: CC(C1=C(C=CC(=C1Cl)F)Cl)OC2=C(N=CC(=C2)C3=CN(N=C3)C4CCNCC4)N. Drug 2: CC1=C2C(C(=O)C3(C(CC4C(C3C(C(C2(C)C)(CC1OC(=O)C(C(C5=CC=CC=C5)NC(=O)OC(C)(C)C)O)O)OC(=O)C6=CC=CC=C6)(CO4)OC(=O)C)OC)C)OC. Cell line: OVCAR3. Synergy scores: CSS=55.1, Synergy_ZIP=11.7, Synergy_Bliss=11.7, Synergy_Loewe=-26.3, Synergy_HSA=10.4.